Task: Predict which catalyst facilitates the given reaction.. Dataset: Catalyst prediction with 721,799 reactions and 888 catalyst types from USPTO The catalyst class is: 41. Reactant: [NH2:1][C@H:2]([CH3:24])[C@H:3]([NH:8][C:9](=[O:23])[C:10]1[CH:15]=[CH:14][C:13]([C:16]#[C:17][C:18]#[C:19][C@@H:20]([OH:22])[CH3:21])=[CH:12][CH:11]=1)[C:4](OC)=[O:5].[NH2:25][OH:26]. Product: [NH2:1][C@H:2]([CH3:24])[C@H:3]([NH:8][C:9](=[O:23])[C:10]1[CH:15]=[CH:14][C:13]([C:16]#[C:17][C:18]#[C:19][C@@H:20]([OH:22])[CH3:21])=[CH:12][CH:11]=1)[C:4]([NH:25][OH:26])=[O:5].